Dataset: Reaction yield outcomes from USPTO patents with 853,638 reactions. Task: Predict the reaction yield, written as a fraction of the theoretical maximum amount of product (1.0 means a 100% yield; for example, 0.34 means a 34% yield). (1) The reactants are C(OC([N:8]1[C:12]2[CH:13]=[CH:14][C:15]([C:17]#[N:18])=[CH:16][C:11]=2[N:10]([CH:19]([C:22]([O:24][C:25]([CH3:28])([CH3:27])[CH3:26])=[O:23])[CH2:20][CH3:21])[C:9]1=[O:29])=O)(C)(C)C. The catalyst is C(Cl)Cl. The product is [C:25]([O:24][C:22](=[O:23])[CH:19]([N:10]1[C:11]2[CH:16]=[C:15]([C:17]#[N:18])[CH:14]=[CH:13][C:12]=2[NH:8][C:9]1=[O:29])[CH2:20][CH3:21])([CH3:26])([CH3:27])[CH3:28]. The yield is 0.680. (2) The reactants are [Br:1][C:2]1[N:3]=[CH:4][C:5]2[N:6]([C:8](I)=[CH:9][N:10]=2)[CH:7]=1.C([O-])([O-])=O.[Na+].[Na+].[Cl:18][C:19]1[CH:24]=[CH:23][C:22](B(O)O)=[CH:21][CH:20]=1. The catalyst is CN(C=O)C.C1C=CC([P]([Pd]([P](C2C=CC=CC=2)(C2C=CC=CC=2)C2C=CC=CC=2)([P](C2C=CC=CC=2)(C2C=CC=CC=2)C2C=CC=CC=2)[P](C2C=CC=CC=2)(C2C=CC=CC=2)C2C=CC=CC=2)(C2C=CC=CC=2)C2C=CC=CC=2)=CC=1. The product is [Br:1][C:2]1[N:3]=[CH:4][C:5]2[N:6]([C:8]([C:22]3[CH:23]=[CH:24][C:19]([Cl:18])=[CH:20][CH:21]=3)=[CH:9][N:10]=2)[CH:7]=1. The yield is 0.320. (3) The reactants are [Cl:1][C:2]1[CH:7]=[CH:6][C:5]([F:8])=[CH:4][C:3]=1[N:9]1[C:13]([OH:14])=[CH:12][C:11]([C:15]([O:17][CH2:18][CH3:19])=[O:16])=[N:10]1.C(N(CC)CC)C.C1C=CC(N([S:34]([C:37]([F:40])([F:39])[F:38])(=[O:36])=[O:35])[S:34]([C:37]([F:40])([F:39])[F:38])(=[O:36])=[O:35])=CC=1.O. The catalyst is O1CCCC1. The product is [Cl:1][C:2]1[CH:7]=[CH:6][C:5]([F:8])=[CH:4][C:3]=1[N:9]1[C:13]([O:14][S:34]([C:37]([F:40])([F:39])[F:38])(=[O:36])=[O:35])=[CH:12][C:11]([C:15]([O:17][CH2:18][CH3:19])=[O:16])=[N:10]1. The yield is 0.960.